Dataset: Forward reaction prediction with 1.9M reactions from USPTO patents (1976-2016). Task: Predict the product of the given reaction. (1) Given the reactants [O:1]=[C:2]1[C:7]2[CH:8]=[CH:9][CH:10]=[CH:11][C:6]=2[S:5][C:4]([C:12]2[N:17]=[C:16]([S:18][CH2:19][C:20]([NH2:22])=[O:21])[CH:15]=[CH:14][CH:13]=2)=[N:3]1.ClC1C=CC=C(C(OO)=[O:31])C=1, predict the reaction product. The product is: [O:1]=[C:2]1[C:7]2[CH:8]=[CH:9][CH:10]=[CH:11][C:6]=2[S:5][C:4]([C:12]2[N:17]=[C:16]([S:18]([CH2:19][C:20]([NH2:22])=[O:21])=[O:31])[CH:15]=[CH:14][CH:13]=2)=[N:3]1. (2) Given the reactants [NH:1]1[C:5]2[CH:6]=[CH:7][CH:8]=[CH:9][C:4]=2[N:3]=[C:2]1[CH2:10][N:11]1[C@H:24]2[C@@H:15]([CH2:16][CH2:17][C:18]3[C:23]2=[N:22][CH:21]=[CH:20][CH:19]=3)[CH2:14][CH2:13][CH2:12]1.C(=O)([O-])[O-].[K+].[K+].[I-].[K+].Cl.Cl[CH2:35][CH2:36][CH2:37][N:38]([CH3:40])[CH3:39], predict the reaction product. The product is: [N:11]1([CH2:10][C:2]2[N:3]([CH2:35][CH2:36][CH2:37][N:38]([CH3:40])[CH3:39])[C:4]3[CH:9]=[CH:8][CH:7]=[CH:6][C:5]=3[N:1]=2)[C@H:24]2[C@@H:15]([CH2:16][CH2:17][C:18]3[C:23]2=[N:22][CH:21]=[CH:20][CH:19]=3)[CH2:14][CH2:13][CH2:12]1. (3) Given the reactants [NH2:1][CH2:2][CH2:3][N:4]1[C:13](=[O:14])[C:12]2[C:7](=[CH:8][CH:9]=[CH:10][CH:11]=2)[NH:6][C:5]1=[O:15].[O:16]=[C:17]1[N:21]([C:22]2[CH:23]=[CH:24][C:25]3[S:26][CH2:27][C:28](=[O:32])[NH:29][C:30]=3[N:31]=2)[CH2:20][C@@H:19]([CH2:33]OS(C)(=O)=O)[O:18]1, predict the reaction product. The product is: [O:16]=[C:17]1[N:21]([C:22]2[CH:23]=[CH:24][C:25]3[S:26][CH2:27][C:28](=[O:32])[NH:29][C:30]=3[N:31]=2)[CH2:20][C@@H:19]([CH2:33][NH:1][CH2:2][CH2:3][N:4]2[C:13](=[O:14])[C:12]3[C:7](=[CH:8][CH:9]=[CH:10][CH:11]=3)[NH:6][C:5]2=[O:15])[O:18]1. (4) Given the reactants [C:1]([C:3]1[CH:8]=[CH:7][C:6]([N:9]([CH2:14][CH2:15][CH3:16])[CH2:10][C:11]([OH:13])=O)=[CH:5][C:4]=1[C:17]([F:20])([F:19])[F:18])#[N:2].[CH2:21]([NH2:24])[CH2:22][CH3:23], predict the reaction product. The product is: [C:1]([C:3]1[CH:8]=[CH:7][C:6]([N:9]([CH2:14][CH2:15][CH3:16])[CH2:10][C:11]([NH:24][CH2:21][CH2:22][CH3:23])=[O:13])=[CH:5][C:4]=1[C:17]([F:20])([F:19])[F:18])#[N:2].